From a dataset of Reaction yield outcomes from USPTO patents with 853,638 reactions. Predict the reaction yield, written as a fraction of the theoretical maximum amount of product (1.0 means a 100% yield; for example, 0.34 means a 34% yield). (1) The reactants are [F:1][C:2]1[CH:7]=[CH:6][C:5]([C:8]2[S:12][C:11]([CH3:13])=[N:10][C:9]=2[C:14]([N:16]2[CH2:23][CH:22]3[CH:18]([CH2:19][NH:20][CH2:21]3)[CH2:17]2)=[O:15])=[CH:4][CH:3]=1.CN(C=O)C.Cl[C:30]1[CH:35]=[C:34]([CH3:36])[N:33]=[C:32]([CH3:37])[N:31]=1.C(=O)([O-])[O-].[Cs+].[Cs+]. The catalyst is O.C(OCC)(=O)C. The product is [CH3:37][C:32]1[N:31]=[C:30]([N:20]2[CH2:19][CH:18]3[CH:22]([CH2:23][N:16]([C:14]([C:9]4[N:10]=[C:11]([CH3:13])[S:12][C:8]=4[C:5]4[CH:4]=[CH:3][C:2]([F:1])=[CH:7][CH:6]=4)=[O:15])[CH2:17]3)[CH2:21]2)[CH:35]=[C:34]([CH3:36])[N:33]=1. The yield is 0.620. (2) The reactants are C([O:3][C:4]([CH:6]1[CH2:11][CH2:10][CH2:9][N:8]([CH2:12][CH2:13][C:14]2[N:15]=[C:16]([NH:19][C:20]([NH:22][C:23]3[CH:28]=[CH:27][C:26]([CH3:29])=[CH:25][C:24]=3[C:30]([CH:32]3[CH2:36][CH2:35][CH2:34][CH2:33]3)=[O:31])=[O:21])[S:17][CH:18]=2)[CH2:7]1)=[O:5])C. The catalyst is [Li+].[OH-]. The product is [CH:32]1([C:30]([C:24]2[CH:25]=[C:26]([CH3:29])[CH:27]=[CH:28][C:23]=2[NH:22][C:20](=[O:21])[NH:19][C:16]2[S:17][CH:18]=[C:14]([CH2:13][CH2:12][N:8]3[CH2:9][CH2:10][CH2:11][CH:6]([C:4]([OH:5])=[O:3])[CH2:7]3)[N:15]=2)=[O:31])[CH2:36][CH2:35][CH2:34][CH2:33]1. The yield is 0.950. (3) The reactants are [NH2:1][C:2]1[CH:3]=[C:4]([OH:16])[CH:5]=[CH:6][C:7]=1[S:8][C:9]1[CH:14]=[CH:13][C:12]([OH:15])=[CH:11][CH:10]=1.C([C:19]1[C:20]([N:25]=[CH:26][N:27]([CH3:29])C)=[N:21][CH:22]=[CH:23][CH:24]=1)#N.NC1C=C(OCC2C=CC=C(F)C=2)C=CC=1SC1C=CC(O)=CC=1. No catalyst specified. The product is [OH:15][C:12]1[CH:13]=[CH:14][C:9]([S:8][C:7]2[CH:6]=[CH:5][C:4]([OH:16])=[CH:3][C:2]=2[NH:1][C:29]2[C:19]3[CH:24]=[CH:23][CH:22]=[N:21][C:20]=3[N:25]=[CH:26][N:27]=2)=[CH:10][CH:11]=1. The yield is 0.350. (4) The reactants are [CH2:1]1[C:9]2[C:4](=[CH:5][C:6]([CH2:10][OH:11])=[CH:7][CH:8]=2)[CH2:3][NH:2]1.C(N(CC)CC)C.Cl[C:20]([O:22][CH2:23][C:24]1[CH:29]=[CH:28][CH:27]=[CH:26][CH:25]=1)=[O:21]. The catalyst is O1CCCC1. The product is [CH2:23]([O:22][C:20]([N:2]1[CH2:3][C:4]2[C:9](=[CH:8][CH:7]=[C:6]([CH2:10][OH:11])[CH:5]=2)[CH2:1]1)=[O:21])[C:24]1[CH:29]=[CH:28][CH:27]=[CH:26][CH:25]=1. The yield is 0.980. (5) The reactants are [Cl:1][C:2]1[CH:23]=[CH:22][C:5]([C:6]([NH:8][C:9]2[CH:14]=[C:13]([N:15]3[CH2:20][CH2:19][O:18][CH2:17][CH2:16]3)[CH:12]=[C:11]([F:21])[CH:10]=2)=[O:7])=[CH:4][C:3]=1[NH:24][C:25](=[O:36])[C:26]1[CH:31]=[C:30](Cl)[CH:29]=[CH:28][C:27]=1[N+:33]([O-:35])=[O:34].[CH3:37][N:38]([CH3:43])[CH2:39][CH2:40][CH2:41][NH2:42]. No catalyst specified. The product is [Cl:1][C:2]1[CH:23]=[CH:22][C:5]([C:6]([NH:8][C:9]2[CH:14]=[C:13]([N:15]3[CH2:20][CH2:19][O:18][CH2:17][CH2:16]3)[CH:12]=[C:11]([F:21])[CH:10]=2)=[O:7])=[CH:4][C:3]=1[NH:24][C:25](=[O:36])[C:26]1[CH:31]=[C:30]([NH:42][CH2:41][CH2:40][CH2:39][N:38]([CH3:43])[CH3:37])[CH:29]=[CH:28][C:27]=1[N+:33]([O-:35])=[O:34]. The yield is 0.760. (6) The reactants are [H-].[Na+].[Br:3][C:4]1[CH:5]=[CH:6][C:7]2[NH:8][C:9]3[C:14]([C:15]=2[CH:16]=1)=[CH:13][C:12]([Br:17])=[CH:11][CH:10]=3.[O:18]1[CH2:20][CH:19]1[CH2:21][CH2:22][NH:23][C:24]1[CH:29]=[CH:28][CH:27]=[CH:26][CH:25]=1. The catalyst is C1COCC1. The product is [Br:17][C:12]1[CH:11]=[CH:10][C:9]2[N:8]([CH2:20][CH:19]([OH:18])[CH2:21][CH2:22][NH:23][C:24]3[CH:29]=[CH:28][CH:27]=[CH:26][CH:25]=3)[C:7]3[C:15]([C:14]=2[CH:13]=1)=[CH:16][C:4]([Br:3])=[CH:5][CH:6]=3. The yield is 0.575.